From a dataset of Peptide-MHC class I binding affinity with 185,985 pairs from IEDB/IMGT. Regression. Given a peptide amino acid sequence and an MHC pseudo amino acid sequence, predict their binding affinity value. This is MHC class I binding data. (1) The peptide sequence is GALYLGHSA. The MHC is HLA-A02:01 with pseudo-sequence HLA-A02:01. The binding affinity (normalized) is 0.0735. (2) The peptide sequence is VEIFKHLVF. The MHC is HLA-B08:03 with pseudo-sequence HLA-B08:03. The binding affinity (normalized) is 0.0847. (3) The peptide sequence is RIYRKGNPL. The MHC is HLA-B58:01 with pseudo-sequence HLA-B58:01. The binding affinity (normalized) is 0.0847. (4) The peptide sequence is DMWEHAFYL. The MHC is HLA-A02:19 with pseudo-sequence HLA-A02:19. The binding affinity (normalized) is 1.00. (5) The MHC is HLA-A26:01 with pseudo-sequence HLA-A26:01. The binding affinity (normalized) is 0.0847. The peptide sequence is FPRCRYVHK. (6) The peptide sequence is RDNRTIISL. The MHC is Mamu-B03 with pseudo-sequence Mamu-B03. The binding affinity (normalized) is 0.288. (7) The peptide sequence is GMMRWCMPV. The MHC is BoLA-D18.4 with pseudo-sequence BoLA-D18.4. The binding affinity (normalized) is 0.542. (8) The peptide sequence is RQWFFDLPL. The MHC is HLA-A32:01 with pseudo-sequence HLA-A32:01. The binding affinity (normalized) is 0.985.